The task is: Predict the product of the given reaction.. This data is from Forward reaction prediction with 1.9M reactions from USPTO patents (1976-2016). (1) The product is: [OH:1][C@@H:2]([C@H:4]1[C:25](=[O:26])[N:6]2[C:7]([C:12]([O:14][CH2:15][C:16]3[CH:17]=[CH:18][C:19]([N+:22]([O-:24])=[O:23])=[CH:20][CH:21]=3)=[O:13])=[C:8]([C:51]3[S:50][C:49]4=[C:45]([S:44][CH:41]5[CH2:40][CH2:39][N:38]([C:36]([O:35][CH2:34][C:33]6[CH:66]=[CH:67][C:30]([N+:27]([O-:29])=[O:28])=[CH:31][CH:32]=6)=[O:37])[CH2:43][CH2:42]5)[N:46]=[CH:47][N:48]4[CH:52]=3)[C@H:9]([CH3:10])[C@H:5]12)[CH3:3]. Given the reactants [OH:1][C@@H:2]([C@H:4]1[C:25](=[O:26])[N:6]2[C@@H:7]([C:12]([O:14][CH2:15][C:16]3[CH:21]=[CH:20][C:19]([N+:22]([O-:24])=[O:23])=[CH:18][CH:17]=3)=[O:13])[C:8](=O)[C@H:9]([CH3:10])[C@H:5]12)[CH3:3].[N+:27]([C:30]1[CH:67]=[CH:66][C:33]([CH2:34][O:35][C:36]([N:38]2[CH2:43][CH2:42][CH:41]([S:44][C:45]3[N:46]=[CH:47][N:48]4[CH:52]=[C:51]([Sn](CCCC)(CCCC)CCCC)[S:50][C:49]=34)[CH2:40][CH2:39]2)=[O:37])=[CH:32][CH:31]=1)([O-:29])=[O:28], predict the reaction product. (2) Given the reactants [N:1]1[C:2]([C:10]([OH:12])=O)=[CH:3][N:4]2[CH:9]=[CH:8][CH:7]=[CH:6][C:5]=12.[C:13]([C:17]1[N:26]=[C:25]([N:27]2[CH2:32][CH2:31][N:30]([CH2:33][CH2:34][CH2:35][CH2:36][NH2:37])[CH2:29][CH2:28]2)[C:24]2[C:19](=[CH:20][CH:21]=[CH:22][CH:23]=2)[N:18]=1)([CH3:16])([CH3:15])[CH3:14], predict the reaction product. The product is: [C:13]([C:17]1[N:26]=[C:25]([N:27]2[CH2:32][CH2:31][N:30]([CH2:33][CH2:34][CH2:35][CH2:36][NH:37][C:10]([C:2]3[N:1]=[C:5]4[CH:6]=[CH:7][CH:8]=[CH:9][N:4]4[CH:3]=3)=[O:12])[CH2:29][CH2:28]2)[C:24]2[C:19](=[CH:20][CH:21]=[CH:22][CH:23]=2)[N:18]=1)([CH3:16])([CH3:14])[CH3:15]. (3) Given the reactants [C:1]1([CH3:11])[CH:6]=[CH:5][C:4]([S:7](Cl)(=[O:9])=[O:8])=[CH:3][CH:2]=1.[C:12]1([NH2:19])[CH:17]=[CH:16][CH:15]=[CH:14][C:13]=1[NH2:18].Cl, predict the reaction product. The product is: [CH3:11][C:1]1[CH:6]=[CH:5][C:4]([S:7]([NH:18][C:13]2[CH:14]=[CH:15][CH:16]=[CH:17][C:12]=2[NH:19][S:7]([C:4]2[CH:5]=[CH:6][C:1]([CH3:11])=[CH:2][CH:3]=2)(=[O:9])=[O:8])(=[O:9])=[O:8])=[CH:3][CH:2]=1. (4) Given the reactants [Cl:1][C:2]1[CH:7]=[CH:6][C:5]([OH:8])=[CH:4][N:3]=1.Cl[C:10]1[C:19]2[C:14](=[CH:15][C:16]([O:22][CH3:23])=[C:17]([O:20][CH3:21])[CH:18]=2)[N:13]=[CH:12][CH:11]=1.O, predict the reaction product. The product is: [Cl:1][C:2]1[N:3]=[CH:4][C:5]([O:8][C:10]2[C:19]3[C:14](=[CH:15][C:16]([O:22][CH3:23])=[C:17]([O:20][CH3:21])[CH:18]=3)[N:13]=[CH:12][CH:11]=2)=[CH:6][CH:7]=1. (5) Given the reactants C([O-])(=O)CC(CC([O-])=O)(C([O-])=O)O.C=C(OP(O)(O)=O)C(O)=O.[NH2:24][C@H:25]([C:31]([O-:33])=[O:32])[CH2:26][CH2:27][C:28]([O-:30])=[O:29], predict the reaction product. The product is: [NH2:24][C@H:25]([C:31]([OH:33])=[O:32])[CH2:26][CH2:27][C:28]([OH:30])=[O:29]. (6) Given the reactants [NH2:1][C:2]1[CH:3]=[C:4]([CH:7]=[CH:8][CH:9]=1)[CH2:5][OH:6].C([O-])(O)=O.[Na+].CN(C=O)C.[Cl:20][C:21]1[CH:22]=[C:23]([CH:26]=[CH:27][C:28]=1[Cl:29])[CH2:24]Cl, predict the reaction product. The product is: [Cl:20][C:21]1[CH:22]=[C:23]([CH:26]=[CH:27][C:28]=1[Cl:29])[CH2:24][NH:1][C:2]1[CH:3]=[C:4]([CH2:5][OH:6])[CH:7]=[CH:8][CH:9]=1. (7) Given the reactants [Cl:1][C:2]1[C:3]([CH3:23])=[C:4]([NH:10][C:11]([N:13]2[CH2:17][C@H:16]([OH:18])[CH2:15][C@H:14]2[C:19](OC)=O)=[O:12])[CH:5]=[CH:6][C:7]=1[C:8]#[N:9].COC([C@@H]1[C@@H](O[Si](C(C)(C)C)(C)C)CCN1C(NC1C=CC(C#N)=C(Cl)C=1C)=O)=O, predict the reaction product. The product is: [Cl:1][C:2]1[C:3]([CH3:23])=[C:4]([N:10]2[CH2:19][C@@H:14]3[CH2:15][C@@H:16]([OH:18])[CH2:17][N:13]3[C:11]2=[O:12])[CH:5]=[CH:6][C:7]=1[C:8]#[N:9]. (8) Given the reactants C(N([CH:7]([CH3:9])[CH3:8])CC)(C)C.CS(O[CH2:15][C:16]1[CH:17]=[C:18]([CH:21]=[CH:22][C:23]=1[O:24][CH2:25][C:26]1[CH:31]=[CH:30][CH:29]=[CH:28][CH:27]=1)[CH:19]=[O:20])(=O)=O.[CH3:32][N:33]([CH3:36])C=O, predict the reaction product. The product is: [C:26]1([CH2:25][O:24][C:23]2[CH:22]=[CH:21][C:18]([CH:19]=[O:20])=[CH:17][C:16]=2[CH2:15][N:33]2[CH2:36][CH2:19][CH:18]([CH2:21][C:8]3[CH:7]=[CH:9][CH:23]=[CH:16][CH:15]=3)[CH2:17][CH2:32]2)[CH:31]=[CH:30][CH:29]=[CH:28][CH:27]=1.